From a dataset of Reaction yield outcomes from USPTO patents with 853,638 reactions. Predict the reaction yield, written as a fraction of the theoretical maximum amount of product (1.0 means a 100% yield; for example, 0.34 means a 34% yield). (1) The reactants are C(OC([N:8]1[CH2:13][CH2:12][NH:11][C@@H:10]([CH3:14])[CH2:9]1)=O)(C)(C)C.N1C=CC=CC=1.[CH3:21][S:22](Cl)(=[O:24])=[O:23]. The catalyst is C(Cl)Cl. The product is [CH3:21][S:22]([N:11]1[CH2:12][CH2:13][NH:8][CH2:9][C@@H:10]1[CH3:14])(=[O:24])=[O:23]. The yield is 0.390. (2) The product is [CH:1]1([CH:4]=[N:12][S@:10]([C:7]([CH3:9])([CH3:8])[CH3:6])=[O:11])[CH2:3][CH2:2]1. The yield is 0.950. The reactants are [CH:1]1([CH:4]=O)[CH2:3][CH2:2]1.[CH3:6][C:7]([S@@:10]([NH2:12])=[O:11])([CH3:9])[CH3:8]. The catalyst is C(Cl)Cl.[O-]S([O-])(=O)=O.[Cu+2]. (3) The reactants are [C:1]([C:3]1[CH:8]=[CH:7][N:6]=[C:5]([NH:9][NH:10]/[CH:11]=[CH:12]/[C:13]([O:15]CC)=O)[CH:4]=1)#[N:2].CC([O-])(C)C.[K+].Cl. The catalyst is CCO. The product is [OH:15][C:13]1[N:9]([C:5]2[CH:4]=[C:3]([C:1]#[N:2])[CH:8]=[CH:7][N:6]=2)[N:10]=[CH:11][CH:12]=1. The yield is 0.310.